This data is from Reaction yield outcomes from USPTO patents with 853,638 reactions. The task is: Predict the reaction yield, written as a fraction of the theoretical maximum amount of product (1.0 means a 100% yield; for example, 0.34 means a 34% yield). (1) The reactants are [C:1]([C:5]1[CH:9]=[C:8]([NH2:10])[N:7]([C:11]2[CH:16]=[CH:15][C:14]([Cl:17])=[CH:13][CH:12]=2)[N:6]=1)([CH3:4])([CH3:3])[CH3:2].Cl[C:19]([O:21][C:22]1[CH:27]=[CH:26][CH:25]=[CH:24][CH:23]=1)=[O:20]. No catalyst specified. The product is [C:1]([C:5]1[CH:9]=[C:8]([NH:10][C:19](=[O:20])[O:21][C:22]2[CH:27]=[CH:26][CH:25]=[CH:24][CH:23]=2)[N:7]([C:11]2[CH:12]=[CH:13][C:14]([Cl:17])=[CH:15][CH:16]=2)[N:6]=1)([CH3:4])([CH3:2])[CH3:3]. The yield is 0.590. (2) The reactants are [O:1]1CCCO[CH:2]1[C:7]1[CH:12]=[C:11]([O:13][CH2:14][CH2:15][CH2:16][CH:17]2[CH2:22][CH2:21][N:20]([CH3:23])[CH2:19][CH2:18]2)[CH:10]=[CH:9][C:8]=1[C:24]1[NH:28][C:27]2[CH:29]=[CH:30][C:31]([F:34])=[C:32]([CH3:33])[C:26]=2[N:25]=1.BrC1C=CC(OCCCC2CCN(C)CC2)=CC=1C1OCCCO1.C([Li])CCC.C([O-])(O)=O.[Na+].O1CCCOC1C1C=C(OCCCC2CCN(C)CC2)C=CC=1C=O.FC1C(C)=C(N)C(N)=CC=1. The catalyst is C1COCC1.CN(C=O)C.O. The product is [F:34][C:31]1[CH:30]=[CH:29][C:27]2[NH:28][C:24]([C:8]3[CH:9]=[CH:10][C:11]([O:13][CH2:14][CH2:15][CH2:16][CH:17]4[CH2:22][CH2:21][N:20]([CH3:23])[CH2:19][CH2:18]4)=[CH:12][C:7]=3[CH2:2][OH:1])=[N:25][C:26]=2[C:32]=1[CH3:33]. The yield is 0.770.